The task is: Predict the reactants needed to synthesize the given product.. This data is from Full USPTO retrosynthesis dataset with 1.9M reactions from patents (1976-2016). (1) Given the product [O:17]1[CH2:18][CH2:19][CH:14]([C:12]([N:9]2[CH2:10][CH2:11][C@H:7]([O:6][S:2]([CH3:1])(=[O:4])=[O:3])[CH2:8]2)=[O:13])[CH2:15][CH2:16]1, predict the reactants needed to synthesize it. The reactants are: [CH3:1][S:2](Cl)(=[O:4])=[O:3].[OH:6][C@H:7]1[CH2:11][CH2:10][N:9]([C:12]([CH:14]2[CH2:19][CH2:18][O:17][CH2:16][CH2:15]2)=[O:13])[CH2:8]1.CCN(CC)CC. (2) Given the product [CH2:1]([O:8][C:9](=[O:43])[C@@H:10]([NH2:35])[CH2:11][C:12]1[CH:13]=[CH:14][C:15]([N:18]2[CH2:22][C:21](=[O:23])[N:20]([CH2:24][C:25]3[CH:26]=[CH:27][C:28]([O:31][CH3:32])=[CH:29][CH:30]=3)[S:19]2(=[O:33])=[O:34])=[CH:16][CH:17]=1)[C:2]1[CH:3]=[CH:4][CH:5]=[CH:6][CH:7]=1, predict the reactants needed to synthesize it. The reactants are: [CH2:1]([O:8][C:9](=[O:43])[C@@H:10]([NH:35]C(OC(C)(C)C)=O)[CH2:11][C:12]1[CH:17]=[CH:16][C:15]([N:18]2[CH2:22][C:21](=[O:23])[N:20]([CH2:24][C:25]3[CH:30]=[CH:29][C:28]([O:31][CH3:32])=[CH:27][CH:26]=3)[S:19]2(=[O:34])=[O:33])=[CH:14][CH:13]=1)[C:2]1[CH:7]=[CH:6][CH:5]=[CH:4][CH:3]=1.C([SiH](C)C)(C)(C)C. (3) The reactants are: C[O:2][C:3](=[O:33])[C:4]1[CH:9]=[CH:8][C:7]([CH:10]([NH:25][C:26]([O:28][C:29]([CH3:32])([CH3:31])[CH3:30])=[O:27])[CH2:11][NH:12][C:13]([C:15]2([C:18]3[CH:23]=[CH:22][C:21]([Cl:24])=[CH:20][CH:19]=3)[CH2:17][CH2:16]2)=[O:14])=[CH:6][CH:5]=1.[OH-].[Na+]. Given the product [C:29]([O:28][C:26]([NH:25][CH:10]([C:7]1[CH:6]=[CH:5][C:4]([C:3]([OH:33])=[O:2])=[CH:9][CH:8]=1)[CH2:11][NH:12][C:13]([C:15]1([C:18]2[CH:23]=[CH:22][C:21]([Cl:24])=[CH:20][CH:19]=2)[CH2:17][CH2:16]1)=[O:14])=[O:27])([CH3:32])([CH3:30])[CH3:31], predict the reactants needed to synthesize it. (4) Given the product [OH:2][N:3]=[C:24]([C:21]1[CH:20]=[CH:19][C:18]([NH:17][C:16](=[O:26])[O:15][C:11]([CH3:13])([CH3:12])[CH3:14])=[CH:23][CH:22]=1)[NH2:25], predict the reactants needed to synthesize it. The reactants are: [Cl-].[OH:2][NH3+:3].C(N(CC)CC)C.[C:11]([O:15][C:16](=[O:26])[NH:17][C:18]1[CH:23]=[CH:22][C:21]([C:24]#[N:25])=[CH:20][CH:19]=1)([CH3:14])([CH3:13])[CH3:12]. (5) Given the product [Br:22][C:7]1[CH:8]=[CH:9][C:10]2[C:11]3[N:12]([CH2:13][CH2:14][NH:15][C:16]([NH:18][CH2:19][CH2:20][CH3:21])=[O:17])[C:24]([CH2:23][O:25][CH2:26][CH3:27])=[N:1][C:2]=3[CH:3]=[N:4][C:5]=2[CH:6]=1, predict the reactants needed to synthesize it. The reactants are: [NH2:1][C:2]1[CH:3]=[N:4][C:5]2[C:10]([C:11]=1[NH:12][CH2:13][CH2:14][NH:15][C:16]([NH:18][CH2:19][CH2:20][CH3:21])=[O:17])=[CH:9][CH:8]=[C:7]([Br:22])[CH:6]=2.[CH2:23]([O:25][CH2:26][C:27](Cl)=O)[CH3:24]. (6) Given the product [C:10]([CH2:9][O:8][C:7]1[CH:13]=[CH:14][C:15]([S:18]([Cl:17])(=[O:20])=[O:19])=[CH:16][C:6]=1[O:5][CH2:4][C:1]([NH2:2])=[O:3])(=[O:11])[NH2:12], predict the reactants needed to synthesize it. The reactants are: [C:1]([CH2:4][O:5][C:6]1[CH:16]=[CH:15][CH:14]=[CH:13][C:7]=1[O:8][CH2:9][C:10]([NH2:12])=[O:11])(=[O:3])[NH2:2].[Cl:17][S:18](O)(=[O:20])=[O:19].ClCCl. (7) Given the product [Cl:29][C:30]1[CH:31]=[C:32]([CH:35]=[CH:36][CH:37]=1)[CH2:33][N:11]([CH2:12][C:13]1[CH:14]=[CH:15][C:16]([C:17]([O:19][CH3:20])=[O:18])=[CH:21][CH:22]=1)[S:8]([C:5]1[CH:6]=[CH:7][C:2]([Cl:1])=[CH:3][CH:4]=1)(=[O:10])=[O:9], predict the reactants needed to synthesize it. The reactants are: [Cl:1][C:2]1[CH:7]=[CH:6][C:5]([S:8]([NH:11][CH2:12][C:13]2[CH:22]=[CH:21][C:16]([C:17]([O:19][CH3:20])=[O:18])=[CH:15][CH:14]=2)(=[O:10])=[O:9])=[CH:4][CH:3]=1.C(=O)([O-])[O-].[K+].[K+].[Cl:29][C:30]1[CH:31]=[C:32]([CH:35]=[CH:36][CH:37]=1)[CH2:33]Br.